This data is from Experimentally validated miRNA-target interactions with 360,000+ pairs, plus equal number of negative samples. The task is: Binary Classification. Given a miRNA mature sequence and a target amino acid sequence, predict their likelihood of interaction. (1) The miRNA is hsa-miR-6775-3p with sequence AGGCCCUGUCCUCUGCCCCAG. The protein sequence of the target gene is MDGQTLRKAERSWSCSREKKEGYAKDMVTDFDEKHDEYLILLQQRNRILKHLKSKDPVQLRLEHLEQGFSVYVNGANSELKSSPRKAIHSDFSRSASHTEGTHDYGRRTLFREAEEALRRSSRTAPSKVQRRGWHQKSVQIRTEAGPRLHIEPPVDYSDDFELCGDVTLQANNTSEDRPQELRRSLELSVNLQRKQKDCSSDEYDSIEEDILSEPEPEDPALVGHPRHDRPPSSGDWTQKDVHGEQETEGRSSPGPDTLVVLEFNPASKSHKRERNLSAKRKDNAEVFVPTKPEPNLTPQ.... Result: 0 (no interaction). (2) The miRNA is hsa-miR-4733-5p with sequence AAUCCCAAUGCUAGACCCGGUG. The protein sequence of the target gene is MSPSAKKRPKNSRVSKMQDEKLRDETEQPVSKVIERNRLRTVLKNLSLLKLLKSSNRRIQELHKLAKRCWHSLLSVPKILRISSGENSACNKTKQNNEEFQEIGCSEKELKSKKLESTGDPKKKEYKEWKSQVQSGMRNKEKTSLAAMPRKEKHIEPEVPRTSRDDSLNPGVQGRQPLTEGPRVIFIKPYRNRTPMGHMKQLDVADQWIWFEGLPTRIHLPAPRVMCRSSTLRWVKRRCTRFCSASLEMPMWHPYKVDVTWTRARGASRGWRSRHQLKGRNGWRNSRVYK. Result: 0 (no interaction). (3) The miRNA is hsa-miR-513c-5p with sequence UUCUCAAGGAGGUGUCGUUUAU. The protein sequence of the target gene is MQRRQRAPPASQPAQDGGRSEDVEVQFSAGRLGSAAPAGPPARGTAEDEERLEREHFWKVINAFRYYGTSMHERVNRTERQFRSLPENQQKLLPQFPLHLDKIRKCIDHNQEILLTIVNDCIHMFENKEYGEDANGKIMPASTFDMDKLKSTLKQFVRDWSETGKAERDACYKPIIKEIIKNFPKERWDPSKVNILVPGAGLGRLAWEVAMLGYACQGNEWSFFMLFSSNFVLNRCSEINKYKLYPWIHQFSNNRRSADQIRPILFPDVDPHSLPPGSNFSMTAGDFQEIYSECNAWDCI.... Result: 0 (no interaction). (4) The miRNA is hsa-miR-6890-3p with sequence CCACUGCCUAUGCCCCACAG. The protein sequence of the target gene is MENLKSGVYPLKEASGCPGADRNLLVYSFYEKGPLTFRDVAIEFSLEEWQCLDTAQQDLYRKVMLENYRNLVFLAGIAVSKPDLITCLEQGKEPWNMKRHAMVDQPPVTYSHFAQDLWPEQGIKDSFQEVILRRYGKCGHEDLQLRTGCKSVDECNLHKECYDELNQCLTTTQSEIFQYDKYVNVFYKFSNPNIQKIRHTGKKPFKCKKCDKSFCMLLHLTQHKRIHIRENSYQCEECGKVFNWFSTLTRHRRIHTGEKPYKCEQCGKAFKQSSTLTTHKIIHTGEKPYRCEECGKTFNR.... Result: 1 (interaction). (5) The miRNA is hsa-miR-7851-3p with sequence UACCUGGGAGACUGAGGUUGGA. The protein sequence of the target gene is MNPLFGPNLFLLQQEQQGLAGPLGDSLGGDHFAGGGDLPPAPLSPAGPAAYSPPGPGPAPPAAMALRNDLGSNINVLKTLNLRFRCFLAKVHELERRNRLLEKQLQQALEEGKQGRRGLGRRDQAVQTGFVSPIRPLGLQLGARPAAVCSPSARVLGSPARSPAGPLAPSAASLSSSSTSTSTTYSSSARFMPGTIWSFSHARRLGPGLEPTLVQGPGLSWVHPDGVGVQIDTITPEIRALYNVLAKVKRERDEYKRRWEEEYTVRIQLQDRVNELQEEAQEADACQEELALKVEQLKAE.... Result: 0 (no interaction). (6) The miRNA is mmu-miR-125a-3p with sequence ACAGGUGAGGUUCUUGGGAGCC. The protein sequence of the target gene is MKMRRYKLFLMFCMAGLCLISFLHFFKTLSYVTFPRELASLSPNLVSSFFWNNAPVTPQASPEPGGPDLLRTPLYSHSPLLQPLPPSKAAEELHRVDLVLPEDTTEYFVRTKAGGVCFKPGTKMLERPPPGRPEEKPEGANGSSARRPPRYLLSARERTGGRGARRKWVECVCLPGWHGPSCGVPTVVQYSNLPTKERLVPREVPRRVINAINVNHEFDLLDVRFHELGDVVDAFVVCESNFTAYGEPRPLKFREMLTNGTFEYIRHKVLYVFLDHFPPGGRQDGWIADDYLRTFLTQDG.... Result: 0 (no interaction). (7) The miRNA is mmu-miR-3473d with sequence CCACUGAGCCACUUUCCAGCCCUU. The protein sequence of the target gene is MRLLPRLLLLFLLAFPAAVLLRGGPGGSLALAQDPTEDEEIVEDSIIEDEDDEAEVEEDEPTDLAEDKEEEDVSSEPEASPSADTTILFVKGEDFPANNIVKFLVGFTNKGTEDFIVESLDASFRYPQDYQFYIQNFTALPLNTVVPPQRQATFEYSFIPAEPMGGRPFGLVINLNYKDLNGNVFQDAVFNQTVTVIEREDGLDGETIFMYMFLAGLGLLVVVGLHQLLESRKRKRPIQKVEMGTSSQNDVDMSWIPQETLNQINKASPRRQPRKRAQKRSVGSDE. Result: 1 (interaction). (8) The miRNA is hsa-miR-4449 with sequence CGUCCCGGGGCUGCGCGAGGCA. The protein sequence of the target gene is MWSGPPQPDQGLPPPLAAVPVPWKSTDPCQGHRESPGALVETSAGEEAQGQEGPAAAQLDVLRLRSSSMEIREKGSEFLKEELHRAQKELKLKDEECERLSKVREQLEQELEELTASLFEEAHKMVREANMKQAASEKQLKEARGKIDMLQAEVTALKTLVITSTPASPNRELHPQLLSPTKAGPRKGHSRHKSTSSTLCPAVCPAAGHTLTPDREGKEVDTILFAEFQAWRESPTLDKTCPFLERVYREDVGPCLDFTMQELSVLVRAAVEDNTLTIEPVASQTLPTVKVAEVDCSSTN.... Result: 0 (no interaction). (9) The protein sequence of the target gene is MGEKMAEEERFPNTTHEGFNVTLHTTLVVTTKLVLPTPGKPILPVQTGEQAQQEEQSSGMTIFFSLLVLAICIILVHLLIRYRLHFLPESVAVVSLGILMGAVIKIIEFKKLANWKEEEMFRPNMFFLLLLPPIIFESGYSLHKGNFFQNIGSITLFAVFGTAISAFVVGGGIYFLGQADVISKLNMTDSFAFGSLISAVDPVATIAIFNALHVDPVLNMLVFGESILNDAVSIVLTNTAEGLTRKNMSDVSGWQTFLQALDYFLKMFFGSAALGTLTGLISALVLKHIDLRKTPSLEFG.... The miRNA is hsa-miR-192-3p with sequence CUGCCAAUUCCAUAGGUCACAG. Result: 1 (interaction).